From a dataset of Experimentally validated miRNA-target interactions with 360,000+ pairs, plus equal number of negative samples. Binary Classification. Given a miRNA mature sequence and a target amino acid sequence, predict their likelihood of interaction. (1) The miRNA is rno-miR-16-5p with sequence UAGCAGCACGUAAAUAUUGGCG. The protein sequence of the target gene is MKKSQREDIFKKMSEEMDNITAEEIIDKHLQKDLDAEENQNVAKTLRGKVREKLKISKINKGEKSSTEQLIDSEIHQRSKLSPQTEVSLDESLSFFILSGEEGSALGKSSEQRPVNRSYPKCFSLGVNLQNVAESEEEEFMKEFILTDILKVKAADYEDDQEQIKKQKANIFVPSSSPVVNQRKLPKDMMPRILEDEGFYIQRKPEIYKKTCNKMENRLLKLEEGKCWFGESGEIMSLPTPIKQSWNFRLNVRKEPLNPLLKTIYRKAVKYDLGSSFMNKMEGSREIYQLDLNIVGLQFS.... Result: 0 (no interaction). (2) The miRNA is hsa-miR-335-5p with sequence UCAAGAGCAAUAACGAAAAAUGU. The protein sequence of the target gene is MGGGDGAAFKRPGDGARLQRVLGLGSRREPRSLPAGGPAPRRTAPPPPGHASAGPAAMSSHIAKSESKTSLLKAAAAAASGGSRAPRHGPARDPGLPSRRLPGSCPATPQSSGDPSSRRPLCRPAPREEGARGSQRVLPQAHCRPREALPAAASRPSPSSPLPPARGRDGEERGLSPALGLRGSLRARGRGDSVPAAASEADPFLHRLRPMLSSAFGQDRSLRPEEIEELREAFREFDKDKDGYINCRDLGNCMRTMGYMPTEMELIELSQQINMNLGGHVDFDDFVELMGPKLLAETAD.... Result: 1 (interaction). (3) The miRNA is mmu-miR-369-3p with sequence AAUAAUACAUGGUUGAUCUUU. The protein sequence of the target gene is MYGKIIFVLLLSEIVSISASSTTGVAMHTSTSSSVTKSYISSQTNDTHKRDTYAATPRAHEVSEISVRTVYPPEEETGERVQLAHHFSEPEITLIIFGVMAGVIGTILLISYGIRRLIKKSPSDVKPLPSPDTDVPLSSVEIENPETSDQ. Result: 0 (no interaction). (4) The miRNA is hsa-miR-3929 with sequence GAGGCUGAUGUGAGUAGACCACU. The protein sequence of the target gene is MVHLTTLLCKAYRGGHLTIRLALGGCTNRPFYRIVAAHNKCPRDGRFVEQLGSYDPLPNSHGEKLVALNLDRIRHWIGCGAHLSKPMEKLLGLAGFFPLHPMMITNAERLRRKRAREVLLASQKTDAEATDTEATET. Result: 1 (interaction). (5) The miRNA is hsa-miR-449a with sequence UGGCAGUGUAUUGUUAGCUGGU. The protein sequence of the target gene is MENSSAASASSEAGSSRSQEIEELERFIDSYVLEYQVQGLLADKTEGDGESERTQSHISQWTADCSEPLDSSCSFSRGRAPPQQNGSKDNSLDMLGTDIWAANTFDSFSGATWDLQPEKLDFTQFHRKVRHTPKQPLPHIDREGCGKGKLEDGDGINLNDIEKVLPAWQGYHPMPHEVEIAHTKKLFRRRRNDRRRQQRPPGGNKPQQHGDHQPGSAKHNRDHQKSYQGGSAPHPSGRPTHHGYSQNRRWHHGNMKHPPGDKGEAGAHRNAKETMTIENPKLEDTAGDTGHSSLEAPRSP.... Result: 1 (interaction). (6) The protein sequence of the target gene is MAQTDKPTCIPPELPKMLKEFAKAAIRAQPQDLIQWGADYFEALSRGETPPVRERSERVALCNWAELTPELLKILHSQVAGRLIIRAEELAQMWKVVNLPTDLFNSVMNVGRFTEEIEWLKFLALACSALGVTITKTLKIVCEVLSCDHNGGLPRIPFSTFQFLYTYIAEVDGEICASHVSRMLNYIEQEVIGPDGLITVNDFTQNPRVWLE. The miRNA is hsa-miR-6884-3p with sequence CCCAUCACCUUUCCGUCUCCCCU. Result: 0 (no interaction). (7) The miRNA is hsa-miR-626 with sequence AGCUGUCUGAAAAUGUCUU. The protein sequence of the target gene is MERRLVKQEVKRLLGEYIGIRLRENEFDPKGRGQLTFLDDMVNQVTLAHYDLAISVASQWLDCSENLTWLQWEKVRAPLHVRPAYPNRKEREAMILSSYAGVLMNSIPIEEVLKIYGANSSASPDSTKVAQALLPRRSLHPFAMLTAPRAAECNRRQSVKLRRGATNKNTTSSSTKKATGQNGDPVGKGTHTPATNISPTPVLSSAQPFHSSTVMWRNLESAQRQMGLEGK. Result: 0 (no interaction). (8) The miRNA is cel-miR-72-5p with sequence AGGCAAGAUGUUGGCAUAGCUGA. The protein sequence of the target gene is MPVFHTRTIESILEPVAQQISHLVIMHEEGEVDGKAIPDLTAPVAAVQAAVSNLVRVGKETVQTTEDQILKRDMPPAFIKVENACTKLVQAAQMLQSDPYSVPARDYLIDGSRGILSGTSDLLLTFDEAEVRKIIRVCKGILEYLTVAEVVETMEDLVTYTKNLGPGMTKMAKMIDERQQELTHQEHRVMLVNSMNTVKELLPVLISAMKIFVTTKNSKNQGIEEALKNRNFTVEKMSAEINEIIRVLQLTSWDEDAWASKDTEAMKRALASIDSKLNQAKGWLRDPSASPGDAGEQAIR.... Result: 0 (no interaction).